This data is from NCI-60 drug combinations with 297,098 pairs across 59 cell lines. The task is: Regression. Given two drug SMILES strings and cell line genomic features, predict the synergy score measuring deviation from expected non-interaction effect. (1) Drug 1: CC1=C2C(C(=O)C3(C(CC4C(C3C(C(C2(C)C)(CC1OC(=O)C(C(C5=CC=CC=C5)NC(=O)OC(C)(C)C)O)O)OC(=O)C6=CC=CC=C6)(CO4)OC(=O)C)O)C)O. Drug 2: CS(=O)(=O)OCCCCOS(=O)(=O)C. Cell line: SW-620. Synergy scores: CSS=35.9, Synergy_ZIP=-8.51, Synergy_Bliss=-4.13, Synergy_Loewe=-49.8, Synergy_HSA=-2.01. (2) Drug 1: C1=CC=C(C=C1)NC(=O)CCCCCCC(=O)NO. Drug 2: CCC1(CC2CC(C3=C(CCN(C2)C1)C4=CC=CC=C4N3)(C5=C(C=C6C(=C5)C78CCN9C7C(C=CC9)(C(C(C8N6C)(C(=O)OC)O)OC(=O)C)CC)OC)C(=O)OC)O.OS(=O)(=O)O. Cell line: UACC62. Synergy scores: CSS=0.722, Synergy_ZIP=-1.84, Synergy_Bliss=-0.935, Synergy_Loewe=-1.49, Synergy_HSA=-1.46. (3) Drug 1: CC(C1=C(C=CC(=C1Cl)F)Cl)OC2=C(N=CC(=C2)C3=CN(N=C3)C4CCNCC4)N. Drug 2: C1CCN(CC1)CCOC2=CC=C(C=C2)C(=O)C3=C(SC4=C3C=CC(=C4)O)C5=CC=C(C=C5)O. Cell line: UACC-257. Synergy scores: CSS=3.36, Synergy_ZIP=1.43, Synergy_Bliss=4.75, Synergy_Loewe=2.30, Synergy_HSA=2.68. (4) Drug 2: C1=C(C(=O)NC(=O)N1)N(CCCl)CCCl. Synergy scores: CSS=46.9, Synergy_ZIP=-8.31, Synergy_Bliss=-6.30, Synergy_Loewe=-21.8, Synergy_HSA=-2.51. Cell line: SN12C. Drug 1: C1CN1C2=NC(=NC(=N2)N3CC3)N4CC4. (5) Drug 1: CC1=C(C=C(C=C1)C(=O)NC2=CC(=CC(=C2)C(F)(F)F)N3C=C(N=C3)C)NC4=NC=CC(=N4)C5=CN=CC=C5. Drug 2: C1=CC=C(C(=C1)C(C2=CC=C(C=C2)Cl)C(Cl)Cl)Cl. Cell line: EKVX. Synergy scores: CSS=-2.89, Synergy_ZIP=1.07, Synergy_Bliss=-1.12, Synergy_Loewe=-2.43, Synergy_HSA=-2.84.